From a dataset of Full USPTO retrosynthesis dataset with 1.9M reactions from patents (1976-2016). Predict the reactants needed to synthesize the given product. (1) Given the product [C:11]([C:8]1[CH:9]=[CH:10][C:2]([F:1])=[C:3]2[C:7]=1[NH:6][CH:5]=[C:4]2/[CH:13]=[CH:34]/[C:35]([O:37][CH2:38][CH3:39])=[O:36])#[N:12], predict the reactants needed to synthesize it. The reactants are: [F:1][C:2]1[CH:10]=[CH:9][C:8]([C:11]#[N:12])=[C:7]2[C:3]=1[C:4]([CH:13]=O)=[CH:5][NH:6]2.C1(P(=[CH:34][C:35]([O:37][CH2:38][CH3:39])=[O:36])(C2C=CC=CC=2)C2C=CC=CC=2)C=CC=CC=1. (2) Given the product [ClH:64].[NH2:54][CH2:53][C@H:50]1[CH2:51][CH2:52][C@H:47]([C:45]([NH:44][C@H:29]([C:30](=[O:43])[NH:31][C:32]2[CH:37]=[CH:36][C:35]([C:38]3[N:39]=[N:40][NH:41][N:42]=3)=[CH:34][CH:33]=2)[CH2:28][C:25]2[CH:24]=[CH:23][C:22]([C:19]3[CH:20]=[CH:21][C:16]([C:14]([NH:13][CH2:12][CH2:11][N:10]([CH2:62][CH3:63])[CH2:8][CH3:9])=[O:15])=[CH:17][CH:18]=3)=[CH:27][CH:26]=2)=[O:46])[CH2:48][CH2:49]1, predict the reactants needed to synthesize it. The reactants are: FC(F)(F)C(O)=O.[CH2:8]([N:10]([CH2:62][CH3:63])[CH2:11][CH2:12][NH:13][C:14]([C:16]1[CH:21]=[CH:20][C:19]([C:22]2[CH:27]=[CH:26][C:25]([CH2:28][C@H:29]([NH:44][C:45]([C@H:47]3[CH2:52][CH2:51][C@H:50]([CH2:53][NH:54]C(=O)OC(C)(C)C)[CH2:49][CH2:48]3)=[O:46])[C:30](=[O:43])[NH:31][C:32]3[CH:37]=[CH:36][C:35]([C:38]4[N:39]=[N:40][NH:41][N:42]=4)=[CH:34][CH:33]=3)=[CH:24][CH:23]=2)=[CH:18][CH:17]=1)=[O:15])[CH3:9].[ClH:64].